Dataset: Forward reaction prediction with 1.9M reactions from USPTO patents (1976-2016). Task: Predict the product of the given reaction. (1) Given the reactants C([N:4]1[C:12]2[C:7](=[CH:8][C:9]([C:13](Cl)=[O:14])=[CH:10][CH:11]=2)[C:6]([C:16]2[CH:21]=[CH:20][C:19]([F:22])=[CH:18][CH:17]=2)=[N:5]1)(=O)C.[CH3:23][N:24]1[C:28]([CH2:29][CH2:30][NH2:31])=[CH:27][N:26]=[CH:25]1, predict the reaction product. The product is: [F:22][C:19]1[CH:18]=[CH:17][C:16]([C:6]2[C:7]3[C:12](=[CH:11][CH:10]=[C:9]([C:13]([NH:31][CH2:30][CH2:29][C:28]4[N:24]([CH3:23])[CH:25]=[N:26][CH:27]=4)=[O:14])[CH:8]=3)[NH:4][N:5]=2)=[CH:21][CH:20]=1. (2) The product is: [CH2:23]([O:22][C:20](=[O:21])/[CH:25]=[C:7]1\[CH:2]([F:1])[CH2:3][N:4]([C:9]([O:11][CH2:12][C:13]2[CH:18]=[CH:17][C:16]([CH3:19])=[CH:15][CH:14]=2)=[O:10])[CH2:5][CH2:6]\1)[CH3:24]. Given the reactants [F:1][CH:2]1[C:7](=O)[CH2:6][CH2:5][N:4]([C:9]([O:11][CH2:12][C:13]2[CH:18]=[CH:17][C:16]([CH3:19])=[CH:15][CH:14]=2)=[O:10])[CH2:3]1.[C:20]([CH:25]=P(C1C=CC=CC=1)(C1C=CC=CC=1)C1C=CC=CC=1)([O:22][CH2:23][CH3:24])=[O:21], predict the reaction product. (3) Given the reactants [Cl:1][C:2]1[CH:7]=[CH:6][CH:5]=[CH:4][C:3]=1[CH:8]([O:10][C:11](=[O:34])[NH:12][C:13]1[C:14]([CH3:33])=[N:15][O:16][C:17]=1[C:18]1[CH:23]=[CH:22][C:21](B2OC(C)(C)C(C)(C)O2)=[CH:20][CH:19]=1)[CH3:9].[CH2:35]([O:37][C:38](=[O:48])[CH2:39][C:40]1[CH:45]=[C:44](Br)[CH:43]=[CH:42][C:41]=1[F:47])[CH3:36], predict the reaction product. The product is: [CH2:35]([O:37][C:38](=[O:48])[CH2:39][C:40]1[CH:45]=[C:44]([C:21]2[CH:20]=[CH:19][C:18]([C:17]3[O:16][N:15]=[C:14]([CH3:33])[C:13]=3[NH:12][C:11]([O:10][CH:8]([C:3]3[CH:4]=[CH:5][CH:6]=[CH:7][C:2]=3[Cl:1])[CH3:9])=[O:34])=[CH:23][CH:22]=2)[CH:43]=[CH:42][C:41]=1[F:47])[CH3:36]. (4) The product is: [F:39][C:40]1[CH:41]=[C:42]([CH:58]=[CH:59][CH:60]=1)[CH2:43][N:44]1[CH:48]=[C:47]([C:2]2[C:10]3[C:5](=[N:6][CH:7]=[C:8]([C:11]4[CH:12]=[N:13][N:14]([CH:16]5[CH2:21][CH2:20][N:19]([C:22]([O:24][C:25]([CH3:28])([CH3:27])[CH3:26])=[O:23])[CH2:18][CH2:17]5)[CH:15]=4)[CH:9]=3)[N:4]([S:29]([C:32]3[CH:38]=[CH:37][C:35]([CH3:36])=[CH:34][CH:33]=3)(=[O:31])=[O:30])[CH:3]=2)[CH:46]=[N:45]1. Given the reactants I[C:2]1[C:10]2[C:5](=[N:6][CH:7]=[C:8]([C:11]3[CH:12]=[N:13][N:14]([CH:16]4[CH2:21][CH2:20][N:19]([C:22]([O:24][C:25]([CH3:28])([CH3:27])[CH3:26])=[O:23])[CH2:18][CH2:17]4)[CH:15]=3)[CH:9]=2)[N:4]([S:29]([C:32]2[CH:38]=[CH:37][C:35]([CH3:36])=[CH:34][CH:33]=2)(=[O:31])=[O:30])[CH:3]=1.[F:39][C:40]1[CH:41]=[C:42]([CH:58]=[CH:59][CH:60]=1)[CH2:43][N:44]1[CH:48]=[C:47](B2OC(C)(C)C(C)(C)O2)[CH:46]=[N:45]1.C(=O)([O-])[O-].[Na+].[Na+], predict the reaction product.